From a dataset of Peptide-MHC class II binding affinity with 134,281 pairs from IEDB. Regression. Given a peptide amino acid sequence and an MHC pseudo amino acid sequence, predict their binding affinity value. This is MHC class II binding data. (1) The peptide sequence is TEEQKLIEKINAGFK. The MHC is DRB1_1101 with pseudo-sequence DRB1_1101. The binding affinity (normalized) is 0.358. (2) The peptide sequence is FVVTTDISEMGANFK. The MHC is DRB1_0301 with pseudo-sequence DRB1_0301. The binding affinity (normalized) is 0.651.